This data is from TCR-epitope binding with 47,182 pairs between 192 epitopes and 23,139 TCRs. The task is: Binary Classification. Given a T-cell receptor sequence (or CDR3 region) and an epitope sequence, predict whether binding occurs between them. (1) The epitope is ELAGIGILTV. The TCR CDR3 sequence is CASSLGTSSSYEQYF. Result: 0 (the TCR does not bind to the epitope). (2) The epitope is FTYASALWEI. The TCR CDR3 sequence is CASSLEVGSGADTQYF. Result: 1 (the TCR binds to the epitope). (3) The epitope is GMFNMLSTVLGVS. The TCR CDR3 sequence is CASSEQVAQETQYF. Result: 0 (the TCR does not bind to the epitope).